Predict the reaction yield, written as a fraction of the theoretical maximum amount of product (1.0 means a 100% yield; for example, 0.34 means a 34% yield). From a dataset of Reaction yield outcomes from USPTO patents with 853,638 reactions. (1) The reactants are [N+:1]([C:4]1[CH:5]=[C:6]2[C:11](=[CH:12][CH:13]=1)[N:10]=[CH:9][CH:8]=[C:7]2[N:14]([CH2:28][CH2:29][N:30]([CH3:32])[CH3:31])[C:15](=[O:27])[C:16]1[C:21](OC)=[C:20]([O:24][CH3:25])[CH:19]=[CH:18][C:17]=1I)([O-:3])=[O:2].C(Cl)(=O)[C:34](Cl)=[O:35].COC1C=C(C(I)=CC=1OC)C(O)=O.[N+](C1C=C2C(=CC=1)N=CC=C2NCCN(C)C)([O-])=O.C(N(CC)CC)C. The catalyst is C(Cl)Cl. The product is [CH3:25][O:24][C:20]1[C:19]([O:35][CH3:34])=[CH:18][C:17]2[C:8]3[C:7](=[C:6]4[CH:5]=[C:4]([N+:1]([O-:3])=[O:2])[CH:13]=[CH:12][C:11]4=[N:10][CH:9]=3)[N:14]([CH2:28][CH2:29][N:30]([CH3:32])[CH3:31])[C:15](=[O:27])[C:16]=2[CH:21]=1. The yield is 0.780. (2) The reactants are [N+:1]([C:4]1[CH:5]=[C:6]([C:16]2[CH:17]=[N:18][CH:19]=[CH:20][CH:21]=2)[CH:7]=[C:8]([N+:13]([O-])=O)[C:9]=1[S:10][C:11]#[N:12])([O-:3])=[O:2].N. The catalyst is C(O)(=O)C.O.[Fe]. The product is [N+:1]([C:4]1[C:9]2[S:10][C:11]([NH2:12])=[N:13][C:8]=2[CH:7]=[C:6]([C:16]2[CH:17]=[N:18][CH:19]=[CH:20][CH:21]=2)[CH:5]=1)([O-:3])=[O:2]. The yield is 0.950. (3) The reactants are [N:1]([C@H:4]1[CH2:9][CH2:8][NH:7][CH2:6][C@H:5]1[OH:10])=[N+:2]=[N-:3].C(N(CC)C(C)C)(C)C.Br[CH2:21][CH2:22][OH:23].C(OC(N[C@@H]1CCN(CCO)C[C@@H]1C(OC)=O)=O)C1C=CC=CC=1. No catalyst specified. The product is [N:1]([C@H:4]1[CH2:9][CH2:8][N:7]([CH2:21][CH2:22][OH:23])[CH2:6][C@H:5]1[OH:10])=[N+:2]=[N-:3]. The yield is 0.930. (4) The product is [CH3:18][N:17]([CH3:19])[C:14]1[CH:15]=[CH:16][C:11]([C:8]2[CH:9]=[C:10]3[C:2]([N:28]4[CH2:33][CH2:32][O:31][CH2:30][CH2:29]4)=[CH:3][N:4]([CH2:20][O:21][CH2:22][CH2:23][Si:24]([CH3:27])([CH3:26])[CH3:25])[C:5]3=[N:6][CH:7]=2)=[CH:12][CH:13]=1. The yield is 0.170. The reactants are Br[C:2]1[C:10]2[C:5](=[N:6][CH:7]=[C:8]([C:11]3[CH:16]=[CH:15][C:14]([N:17]([CH3:19])[CH3:18])=[CH:13][CH:12]=3)[CH:9]=2)[N:4]([CH2:20][O:21][CH2:22][CH2:23][Si:24]([CH3:27])([CH3:26])[CH3:25])[CH:3]=1.[NH:28]1[CH2:33][CH2:32][O:31][CH2:30][CH2:29]1.O.P([O-])([O-])([O-])=O.[K+].[K+].[K+]. The catalyst is CN(C)CCO.[Cl-].[Na+].O.[Cu]. (5) The catalyst is C1(C)C=CC=CC=1. The reactants are [CH3:1][NH:2][CH:3]1[CH2:16][C:15]2[C:6]([CH3:25])([CH:7]3[CH:12]([CH2:13][CH:14]=2)[CH:11]2[CH2:17][CH2:18][CH:19]4[CH:20]([CH3:24])[N:21]([CH3:23])[CH2:22][C:10]24[CH2:9][CH2:8]3)[CH2:5][CH2:4]1.Br[C:27]1[CH:34]=[CH:33][C:30]([C:31]#[N:32])=[CH:29][CH:28]=1.C1(P(C2C=CC=CC=2)C2C=CC3C(=CC=CC=3)C=2C2C3C(=CC=CC=3)C=CC=2P(C2C=CC=CC=2)C2C=CC=CC=2)C=CC=CC=1.C(=O)([O-])[O-].[Cs+].[Cs+]. The yield is 0.460. The product is [CH3:1][N:2]([CH:3]1[CH2:16][C:15]2[C:6]([CH3:25])([CH:7]3[CH:12]([CH2:13][CH:14]=2)[CH:11]2[CH2:17][CH2:18][CH:19]4[CH:20]([CH3:24])[N:21]([CH3:23])[CH2:22][C:10]24[CH2:9][CH2:8]3)[CH2:5][CH2:4]1)[C:27]1[CH:34]=[CH:33][C:30]([C:31]#[N:32])=[CH:29][CH:28]=1. (6) The reactants are [C:1]1([CH3:13])[CH:6]=[C:5]([CH3:7])[CH:4]=[C:3]([CH3:8])[C:2]=1[S:9](Cl)(=[O:11])=[O:10].[C:14]1([CH3:22])[CH:19]=[C:18]([CH3:20])[CH:17]=[C:16]([CH3:21])[CH:15]=1.[Al+3].[Cl-].[Cl-].[Cl-]. The catalyst is Cl. The product is [C:1]1([CH3:13])[CH:6]=[C:5]([CH3:7])[CH:4]=[C:3]([CH3:8])[C:2]=1[S:9]([C:15]1[C:16]([CH3:21])=[CH:17][C:18]([CH3:20])=[CH:19][C:14]=1[CH3:22])(=[O:11])=[O:10]. The yield is 0.640.